This data is from Reaction yield outcomes from USPTO patents with 853,638 reactions. The task is: Predict the reaction yield, written as a fraction of the theoretical maximum amount of product (1.0 means a 100% yield; for example, 0.34 means a 34% yield). (1) The reactants are C([O:3][C:4]([C:6]1([NH:15][C:16](=[O:29])[C:17]2[CH:22]=[CH:21][CH:20]=[C:19]([CH3:23])[C:18]=2/[CH:24]=[CH:25]/[CH2:26][CH2:27][CH3:28])[CH2:14][C:13]2[C:8](=[CH:9][CH:10]=[CH:11][CH:12]=2)[CH2:7]1)=[O:5])C.[OH-].[K+].O. The catalyst is CCO. The product is [CH3:23][C:19]1[C:18](/[CH:24]=[CH:25]/[CH2:26][CH2:27][CH3:28])=[C:17]([CH:22]=[CH:21][CH:20]=1)[C:16]([NH:15][C:6]1([C:4]([OH:5])=[O:3])[CH2:14][C:13]2[C:8](=[CH:9][CH:10]=[CH:11][CH:12]=2)[CH2:7]1)=[O:29]. The yield is 1.00. (2) The yield is 0.540. The catalyst is ClCCl. The product is [Br:20][CH2:15][C:13]1[CH:12]=[C:11]([O:17][CH3:18])[C:3]([O:4][CH2:5][C:6]([O:8][CH2:9][CH3:10])=[O:7])=[C:2]([F:1])[CH:14]=1. The reactants are [F:1][C:2]1[CH:14]=[C:13]([CH2:15]O)[CH:12]=[C:11]([O:17][CH3:18])[C:3]=1[O:4][CH2:5][C:6]([O:8][CH2:9][CH3:10])=[O:7].P(Br)(Br)[Br:20]. (3) The reactants are [F:1][C:2]1[CH:7]=[CH:6][C:5]([C:8]2[C:12]3[C:13](=[O:17])[NH:14][CH2:15][CH2:16][C:11]=3[NH:10][C:9]=2[CH:18]=O)=[CH:4][CH:3]=1.[F:20][C:21]1[CH:22]=[C:23]2[C:27](=[CH:28][CH:29]=1)[NH:26][C:25](=[O:30])[CH2:24]2.N1CCCCC1.CN(C)C=O. The catalyst is C(O)C. The product is [F:20][C:21]1[CH:22]=[C:23]2[C:27](=[CH:28][CH:29]=1)[NH:26][C:25](=[O:30])[C:24]2=[CH:18][C:9]1[NH:10][C:11]2[CH2:16][CH2:15][NH:14][C:13](=[O:17])[C:12]=2[C:8]=1[C:5]1[CH:4]=[CH:3][C:2]([F:1])=[CH:7][CH:6]=1. The yield is 0.659. (4) The reactants are FC(F)(F)C(O)=O.O[C:9]1([C:37]2[CH:42]=[CH:41][C:40]([CH3:43])=[CH:39][CH:38]=2)[C:13]2[C:14]([CH3:34])=[C:15]([N:20]3[CH2:25][CH2:24][N:23]([C:26]4[CH:31]=[CH:30][C:29]([O:32][CH3:33])=[CH:28][CH:27]=4)[CH2:22][CH2:21]3)[C:16]([CH3:19])=[C:17]([CH3:18])[C:12]=2[O:11][C:10]1([CH3:36])[CH3:35].C([SiH](CC)CC)C. No catalyst specified. The product is [CH3:35][C:10]1([CH3:36])[CH:9]([C:37]2[CH:42]=[CH:41][C:40]([CH3:43])=[CH:39][CH:38]=2)[C:13]2[C:14]([CH3:34])=[C:15]([N:20]3[CH2:21][CH2:22][N:23]([C:26]4[CH:27]=[CH:28][C:29]([O:32][CH3:33])=[CH:30][CH:31]=4)[CH2:24][CH2:25]3)[C:16]([CH3:19])=[C:17]([CH3:18])[C:12]=2[O:11]1. The yield is 0.800. (5) The reactants are [Br:1][C:2]1[CH:3]=[C:4]([CH:7]=[CH:8][CH:9]=1)[CH:5]=[O:6].[N+:10]([O-])([OH:12])=[O:11]. No catalyst specified. The product is [Br:1][C:2]1[CH:9]=[CH:8][C:7]([N+:10]([O-:12])=[O:11])=[C:4]([CH:3]=1)[CH:5]=[O:6]. The yield is 0.480.